Dataset: Full USPTO retrosynthesis dataset with 1.9M reactions from patents (1976-2016). Task: Predict the reactants needed to synthesize the given product. Given the product [Cl:1][C:2]1[C:3]([C:14]([NH:19][CH:20]2[CH2:25][CH2:24][O:23][CH2:22][CH2:21]2)=[O:16])=[N:4][O:5][C:6]=1[C:7]1[CH:8]=[CH:9][C:10]([Cl:13])=[CH:11][CH:12]=1, predict the reactants needed to synthesize it. The reactants are: [Cl:1][C:2]1[C:3]([C:14]([O:16]CC)=O)=[N:4][O:5][C:6]=1[C:7]1[CH:12]=[CH:11][C:10]([Cl:13])=[CH:9][CH:8]=1.[NH2:19][CH:20]1[CH2:25][CH2:24][O:23][CH2:22][CH2:21]1.